Dataset: Forward reaction prediction with 1.9M reactions from USPTO patents (1976-2016). Task: Predict the product of the given reaction. (1) Given the reactants [NH2:1][C:2]([C:4]1[CH:5]=[C:6]([C:10]2[CH:15]=[CH:14][C:13]([O:16][CH2:17][CH2:18][NH:19]C(=O)OC(C)(C)C)=[CH:12][C:11]=2[CH3:27])[CH:7]=[CH:8][CH:9]=1)=[O:3].[SiH](CC)(CC)CC.[C:35]([OH:41])([C:37]([F:40])([F:39])[F:38])=[O:36], predict the reaction product. The product is: [F:38][C:37]([F:40])([F:39])[C:35]([OH:41])=[O:36].[NH2:19][CH2:18][CH2:17][O:16][C:13]1[CH:14]=[CH:15][C:10]([C:6]2[CH:7]=[CH:8][CH:9]=[C:4]([C:2]([NH2:1])=[O:3])[CH:5]=2)=[C:11]([CH3:27])[CH:12]=1. (2) Given the reactants [Cl:1][C:2]1[CH:3]=[C:4]([CH3:18])[C:5]([OH:17])=[C:6](/[CH:8]=[CH:9]/[C:10]([O:12][C:13]([CH3:16])([CH3:15])[CH3:14])=[O:11])[CH:7]=1.[NH2:19][OH:20].S([O-])([O-])(=O)=O.C([N+](CCCC)(CCCC)CCCC)CCC.C([N+](CCCC)(CCCC)CCCC)CCC, predict the reaction product. The product is: [Cl:1][C:2]1[CH:3]=[C:4]([CH3:18])[C:5]([OH:17])=[C:6]([CH:8]([NH:19][OH:20])[CH2:9][C:10]([O:12][C:13]([CH3:14])([CH3:15])[CH3:16])=[O:11])[CH:7]=1. (3) Given the reactants C(Cl)(=O)C(Cl)=O.[CH3:7][O:8][C:9]1[C:14]([C:15]2[CH:20]=[CH:19][C:18]([S:21](=[O:24])(=[O:23])[NH2:22])=[CH:17][CH:16]=2)=[CH:13][C:12]([C:25]2[S:29][C:28]([C:30](O)=[O:31])=[CH:27][C:26]=2[CH3:33])=[CH:11][CH:10]=1.[CH3:34][N:35]([CH:37]=O)[CH3:36].C(N(CC)CC)C.Cl.[CH3:47][NH:48][O:49][CH3:50], predict the reaction product. The product is: [CH3:37][N:35]([CH:34]=[N:22][S:21]([C:18]1[CH:19]=[CH:20][C:15]([C:14]2[C:9]([O:8][CH3:7])=[CH:10][CH:11]=[C:12]([C:25]3[S:29][C:28]([C:30]([N:48]([O:49][CH3:50])[CH3:47])=[O:31])=[CH:27][C:26]=3[CH3:33])[CH:13]=2)=[CH:16][CH:17]=1)(=[O:24])=[O:23])[CH3:36]. (4) Given the reactants Br[CH2:2][CH:3]([F:5])[F:4].[NH:6]1[C:10]2=[N:11][CH:12]=[CH:13][CH:14]=[C:9]2[C:8]([C:15]([O:17][CH3:18])=[O:16])=[CH:7]1.C([O-])([O-])=O.[K+].[K+], predict the reaction product. The product is: [F:4][CH:3]([F:5])[CH2:2][N:6]1[C:10]2=[N:11][CH:12]=[CH:13][CH:14]=[C:9]2[C:8]([C:15]([O:17][CH3:18])=[O:16])=[CH:7]1. (5) Given the reactants [F:1][C:2]([F:23])([F:22])[C:3]1[CH:8]=[CH:7][C:6]([C:9]2[O:13][C:12]([C:14]3[CH:15]=[C:16]([CH:19]=[CH:20][CH:21]=3)[CH:17]=[O:18])=[N:11][N:10]=2)=[CH:5][CH:4]=1.P([O-])(O)(O)=[O:25].[Na+].CC(=CC)C.Cl([O-])=O.[Na+].S([O-])([O-])=O.[Na+].[Na+].Cl, predict the reaction product. The product is: [F:23][C:2]([F:1])([F:22])[C:3]1[CH:8]=[CH:7][C:6]([C:9]2[O:13][C:12]([C:14]3[CH:15]=[C:16]([CH:19]=[CH:20][CH:21]=3)[C:17]([OH:25])=[O:18])=[N:11][N:10]=2)=[CH:5][CH:4]=1.